Dataset: Reaction yield outcomes from USPTO patents with 853,638 reactions. Task: Predict the reaction yield, written as a fraction of the theoretical maximum amount of product (1.0 means a 100% yield; for example, 0.34 means a 34% yield). (1) The reactants are C([O:5][C:6]([CH:8]1[CH:12]([C:13]2[CH:18]=[CH:17][CH:16]=[C:15]([Cl:19])[C:14]=2[F:20])[C:11]([C:23]2[CH:28]=[CH:27][C:26]([Cl:29])=[CH:25][C:24]=2[F:30])([C:21]#[N:22])[CH:10]([CH2:31][C:32]([CH3:43])([CH3:42])[CH2:33][O:34][Si](C(C)(C)C)(C)C)[NH:9]1)=[O:7])(C)(C)C.[F:44][C:45]([F:50])([F:49])[C:46]([OH:48])=[O:47]. The catalyst is ClCCl. The product is [F:44][C:45]([F:50])([F:49])[C:46]([OH:48])=[O:47].[Cl:19][C:15]1[C:14]([F:20])=[C:13]([CH:12]2[C:11]([C:23]3[CH:28]=[CH:27][C:26]([Cl:29])=[CH:25][C:24]=3[F:30])([C:21]#[N:22])[CH:10]([CH2:31][C:32]([CH3:42])([CH3:43])[CH2:33][OH:34])[NH:9][CH:8]2[C:6]([OH:7])=[O:5])[CH:18]=[CH:17][CH:16]=1. The yield is 1.00. (2) The reactants are [F:1][C:2]([F:16])([F:15])[O:3][C:4]1[CH:12]=[C:11]([CH:13]=[CH2:14])[CH:10]=[CH:9][C:5]=1[C:6]([OH:8])=[O:7].Br[CH:18]([C:23]1[CH:28]=[C:27]([Cl:29])[C:26]([F:30])=[C:25]([Cl:31])[CH:24]=1)[C:19]([F:22])([F:21])[F:20].N1C=CC=CC=1C1C=CC=CN=1. The catalyst is CN1CCCC1.O.[Cu]Cl. The product is [Cl:29][C:27]1[CH:28]=[C:23]([CH:18]([C:19]([F:22])([F:21])[F:20])/[CH:14]=[CH:13]/[C:11]2[CH:10]=[CH:9][C:5]([C:6]([OH:8])=[O:7])=[C:4]([O:3][C:2]([F:15])([F:16])[F:1])[CH:12]=2)[CH:24]=[C:25]([Cl:31])[C:26]=1[F:30]. The yield is 0.210. (3) The reactants are [CH3:1][C:2]1[C:7]([O:8][C:9]2[C:10]([C:22]#[N:23])=[N:11][CH:12]=[C:13]([S:15][C:16]3[CH:21]=[CH:20][CH:19]=[CH:18][N:17]=3)[CH:14]=2)=[CH:6][CH:5]=[CH:4][N:3]=1.[OH:24]S(O)(=O)=O. No catalyst specified. The product is [CH3:1][C:2]1[C:7]([O:8][C:9]2[C:10]([C:22]([NH2:23])=[O:24])=[N:11][CH:12]=[C:13]([S:15][C:16]3[CH:21]=[CH:20][CH:19]=[CH:18][N:17]=3)[CH:14]=2)=[CH:6][CH:5]=[CH:4][N:3]=1. The yield is 0.960.